Dataset: Forward reaction prediction with 1.9M reactions from USPTO patents (1976-2016). Task: Predict the product of the given reaction. (1) The product is: [Cl:26][C:2]1[N:3]([C:18]2[CH:23]=[CH:22][CH:21]=[CH:20][CH:19]=2)[C:4]([C:12]2[CH:17]=[CH:16][CH:15]=[CH:14][CH:13]=2)=[C:5]([C:7]([O:9][CH2:10][CH3:11])=[O:8])[N:6]=1. Given the reactants O=[C:2]1[NH:6][C:5]([C:7]([O:9][CH2:10][CH3:11])=[O:8])=[C:4]([C:12]2[CH:17]=[CH:16][CH:15]=[CH:14][CH:13]=2)[N:3]1[C:18]1[CH:23]=[CH:22][CH:21]=[CH:20][CH:19]=1.P(Cl)(Cl)([Cl:26])=O, predict the reaction product. (2) Given the reactants C(Cl)CCl.[NH2:5][C:6]1[N:11]=[CH:10][C:9](/[CH:12]=[CH:13]/[C:14]([OH:16])=O)=[CH:8][CH:7]=1.[CH3:17][NH:18][CH2:19][C:20]1[S:24][C:23]2[CH:25]=[CH:26][S:27][C:22]=2[CH:21]=1.C1C=CC2N(O)N=NC=2C=1.CCN(CC)CC, predict the reaction product. The product is: [NH2:5][C:6]1[N:11]=[CH:10][C:9](/[CH:12]=[CH:13]/[C:14]([N:18]([CH3:17])[CH2:19][C:20]2[S:24][C:23]3[CH:25]=[CH:26][S:27][C:22]=3[CH:21]=2)=[O:16])=[CH:8][CH:7]=1. (3) Given the reactants [NH2:1][C@H:2]1[CH2:8][CH2:7][CH2:6][CH2:5][N:4]([CH2:9][C:10]2[CH:15]=[CH:14][CH:13]=[CH:12][CH:11]=2)[C:3]1=O.CC(C[AlH]CC(C)C)C.O.[OH-].[Na+], predict the reaction product. The product is: [CH2:9]([N:4]1[CH2:5][CH2:6][CH2:7][CH2:8][C@H:2]([NH2:1])[CH2:3]1)[C:10]1[CH:11]=[CH:12][CH:13]=[CH:14][CH:15]=1.